This data is from Forward reaction prediction with 1.9M reactions from USPTO patents (1976-2016). The task is: Predict the product of the given reaction. Given the reactants Br[C:2]1[CH:43]=[CH:42][C:5]([CH2:6][C:7]2[N:8]([C:20]3[CH:25]=[CH:24][C:23]([N:26]4[S:30](=[O:32])(=[O:31])[N:29]([CH2:33][O:34][CH2:35][CH2:36][Si:37]([CH3:40])([CH3:39])[CH3:38])[C:28](=[O:41])[CH2:27]4)=[CH:22][CH:21]=3)[CH:9]=[C:10]([C:12]3[CH:17]=[CH:16][C:15]([Cl:18])=[CH:14][C:13]=3[Cl:19])[N:11]=2)=[CH:4][CH:3]=1.[NH2:44][C:45]1[CH:50]=[CH:49][C:48](B(O)O)=[CH:47][CH:46]=1, predict the reaction product. The product is: [NH2:44][C:45]1[CH:50]=[CH:49][C:48]([C:2]2[CH:43]=[CH:42][C:5]([CH2:6][C:7]3[N:8]([C:20]4[CH:25]=[CH:24][C:23]([N:26]5[S:30](=[O:31])(=[O:32])[N:29]([CH2:33][O:34][CH2:35][CH2:36][Si:37]([CH3:40])([CH3:39])[CH3:38])[C:28](=[O:41])[CH2:27]5)=[CH:22][CH:21]=4)[CH:9]=[C:10]([C:12]4[CH:17]=[CH:16][C:15]([Cl:18])=[CH:14][C:13]=4[Cl:19])[N:11]=3)=[CH:4][CH:3]=2)=[CH:47][CH:46]=1.